From a dataset of Forward reaction prediction with 1.9M reactions from USPTO patents (1976-2016). Predict the product of the given reaction. (1) Given the reactants [CH2:1]([C@H:3]1[N:8]([CH2:9][C:10]2[CH:15]=[CH:14][C:13]([O:16][CH3:17])=[CH:12][CH:11]=2)[C:7](=O)[C@H:6]([CH3:19])[NH:5][C:4]1=O)[CH3:2].[H-].[Al+3].[Li+].[H-].[H-].[H-].O.[OH-].[K+], predict the reaction product. The product is: [CH2:1]([C@@H:3]1[CH2:4][NH:5][C@@H:6]([CH3:19])[CH2:7][N:8]1[CH2:9][C:10]1[CH:11]=[CH:12][C:13]([O:16][CH3:17])=[CH:14][CH:15]=1)[CH3:2]. (2) Given the reactants [CH:1]12[N:8](C(OC(C)(C)C)=O)[CH:5]([CH2:6][CH2:7]1)[CH2:4][NH:3][CH2:2]2.Br[CH2:17][CH2:18][O:19][C:20]1[CH:25]=[CH:24][C:23]([F:26])=[CH:22][CH:21]=1.C([O-])([O-])=O.[Cs+].[Cs+], predict the reaction product. The product is: [F:26][C:23]1[CH:24]=[CH:25][C:20]([O:19][CH2:18][CH2:17][N:3]2[CH2:2][CH:1]3[NH:8][CH:5]([CH2:6][CH2:7]3)[CH2:4]2)=[CH:21][CH:22]=1.